Dataset: Full USPTO retrosynthesis dataset with 1.9M reactions from patents (1976-2016). Task: Predict the reactants needed to synthesize the given product. (1) Given the product [Cl:18][CH2:17][CH2:16][CH2:15][O:14][C:8]1[CH:7]=[C:6]2[C:11]([C:2]([NH:21][C:22]3[CH:26]=[CH:25][N:24]([CH2:27][C:28]([NH:30][C:31]4[CH:36]=[CH:35][CH:34]=[C:33]([F:37])[C:32]=4[F:38])=[O:29])[N:23]=3)=[N:3][CH:4]=[N:5]2)=[CH:10][C:9]=1[O:12][CH3:13], predict the reactants needed to synthesize it. The reactants are: Cl[C:2]1[C:11]2[C:6](=[CH:7][C:8]([O:14][CH2:15][CH2:16][CH2:17][Cl:18](=O)=O)=[C:9]([O:12][CH3:13])[CH:10]=2)[N:5]=[CH:4][N:3]=1.[NH2:21][C:22]1[CH:26]=[CH:25][N:24]([CH2:27][C:28]([NH:30][C:31]2[CH:36]=[CH:35][CH:34]=[C:33]([F:37])[C:32]=2[F:38])=[O:29])[N:23]=1. (2) Given the product [OH:12][C@@H:8]([CH2:9][CH2:10][CH3:11])[C@@H:2]([O:1][S:29]([C:26]1[CH:25]=[CH:24][C:23]([N+:20]([O-:22])=[O:21])=[CH:28][CH:27]=1)(=[O:30])=[O:31])[C:3]([O:5][CH2:6][CH3:7])=[O:4], predict the reactants needed to synthesize it. The reactants are: [OH:1][C@H:2]([C@@H:8]([OH:12])[CH2:9][CH2:10][CH3:11])[C:3]([O:5][CH2:6][CH3:7])=[O:4].CCN(CC)CC.[N+:20]([C:23]1[CH:28]=[CH:27][C:26]([S:29](Cl)(=[O:31])=[O:30])=[CH:25][CH:24]=1)([O-:22])=[O:21]. (3) Given the product [CH3:33][C:30]1[O:29][C:28]([C:25]2[NH:24][C:23]([C:21]3[CH:22]=[C:6]([CH:7]=[C:8]([O:9][C:10]4[CH:15]=[N:14][C:13]([S:16]([CH3:19])(=[O:17])=[O:18])=[CH:12][CH:11]=4)[CH:20]=3)[O:5][C@@H:4]([CH3:34])[CH2:3][OH:2])=[CH:27][CH:26]=2)=[N:32][N:31]=1, predict the reactants needed to synthesize it. The reactants are: C[O:2][CH2:3][C@H:4]([CH3:34])[O:5][C:6]1[CH:7]=[C:8]([CH:20]=[C:21]([C:23]2[NH:24][C:25]([C:28]3[O:29][C:30]([CH3:33])=[N:31][N:32]=3)=[CH:26][CH:27]=2)[CH:22]=1)[O:9][C:10]1[CH:11]=[CH:12][C:13]([S:16]([CH3:19])(=[O:18])=[O:17])=[N:14][CH:15]=1.B(Br)(Br)Br.[Cl-].[NH4+]. (4) Given the product [Br:15][C:6]1[CH:7]=[C:8]([O:11][C:12](=[O:14])[CH3:13])[CH:9]=[CH:10][C:5]=1[O:4][CH:1]([CH3:3])[CH3:2], predict the reactants needed to synthesize it. The reactants are: [CH:1]([O:4][C:5]1[CH:10]=[CH:9][C:8]([O:11][C:12](=[O:14])[CH3:13])=[CH:7][CH:6]=1)([CH3:3])[CH3:2].[Br:15]N1C(=O)CCC1=O. (5) Given the product [CH3:22][O:13][C:12](=[O:14])[C:10]1[CH:9]=[C:8]([N+:15]([O-:17])=[O:16])[C:4]([C:5]([OH:7])=[O:6])=[C:3]([O:2][CH3:1])[CH:11]=1, predict the reactants needed to synthesize it. The reactants are: [CH3:1][O:2][C:3]1[CH:11]=[C:10]([C:12]([OH:14])=[O:13])[CH:9]=[C:8]([N+:15]([O-:17])=[O:16])[C:4]=1[C:5]([OH:7])=[O:6].S(Cl)(Cl)=O.[CH3:22]O.